From a dataset of Forward reaction prediction with 1.9M reactions from USPTO patents (1976-2016). Predict the product of the given reaction. (1) Given the reactants [CH3:1][O:2][CH:3]([O:14][CH3:15])[C:4]1[N:13]=[C:12]2[C:7]([CH2:8][CH2:9][CH2:10][NH:11]2)=[CH:6][CH:5]=1.Br[C:17]1[CH:22]=[CH:21][CH:20]=[CH:19][CH:18]=1.P([O-])([O-])([O-])=O.[K+].[K+].[K+], predict the reaction product. The product is: [CH3:15][O:14][CH:3]([O:2][CH3:1])[C:4]1[N:13]=[C:12]2[C:7]([CH2:8][CH2:9][CH2:10][N:11]2[C:17]2[CH:22]=[CH:21][CH:20]=[CH:19][CH:18]=2)=[CH:6][CH:5]=1. (2) Given the reactants [C:1]([O:5][C:6]([N:8]1[CH2:13][CH2:12][CH2:11][C:10]([CH2:17][CH:18]=[CH2:19])(C(O)=O)[CH2:9]1)=[O:7])([CH3:4])([CH3:3])[CH3:2].C([N:22]([CH2:25]C)CC)C.C1(P(N=[N+]=[N-])(C2C=CC=CC=2)=[O:34])C=CC=CC=1.[CH2:44]([OH:51])[C:45]1[CH:50]=[CH:49][CH:48]=[CH:47][CH:46]=1, predict the reaction product. The product is: [C:1]([O:5][C:6]([N:8]1[CH2:13][CH2:12][CH2:11][C:10]([CH2:17][CH:18]=[CH2:19])([NH:22][C:25]([O:51][CH2:44][C:45]2[CH:50]=[CH:49][CH:48]=[CH:47][CH:46]=2)=[O:34])[CH2:9]1)=[O:7])([CH3:2])([CH3:3])[CH3:4]. (3) The product is: [CH:18]1([NH:21][CH2:11][C:10]2[CH:13]=[CH:14][CH:15]=[C:8]([N:5]3[CH:6]=[CH:7][C:3]([C:2]([F:17])([F:16])[F:1])=[N:4]3)[CH:9]=2)[CH2:20][CH2:19]1. Given the reactants [F:1][C:2]([F:17])([F:16])[C:3]1[CH:7]=[CH:6][N:5]([C:8]2[CH:9]=[C:10]([CH:13]=[CH:14][CH:15]=2)[CH:11]=O)[N:4]=1.[CH:18]1([NH2:21])[CH2:20][CH2:19]1.[BH4-].[Na+], predict the reaction product. (4) Given the reactants [CH3:1][C:2]1[CH:9]=[CH:8][C:5]([CH2:6][SH:7])=[CH:4][CH:3]=1.CC(C)([O-])C.[Na+].[CH2:16]1[CH2:20][O:19][CH2:18][CH2:17]1.Cl[C:22](=[N:25][S:26][NH:27]N1CCOCC1)[C:23]#[N:24], predict the reaction product. The product is: [CH3:1][C:2]1[CH:9]=[CH:8][C:5]([CH2:6][S:7][C:22](=[N:25][S:26][N:27]2[CH2:16][CH2:20][O:19][CH2:18][CH2:17]2)[C:23]#[N:24])=[CH:4][CH:3]=1. (5) Given the reactants [S:1]1[C:5]2[CH:6]=[CH:7][CH:8]=[CH:9][C:4]=2[N:3]=[C:2]1[NH:10][C:11]1[CH:36]=[CH:35][C:14]([O:15][C:16]2[C:21]([C:22]3[CH2:27][CH2:26][N:25](C(OC(C)(C)C)=O)[CH2:24][CH:23]=3)=[CH:20][CH:19]=[CH:18][N:17]=2)=[CH:13][CH:12]=1.C(O)(C(F)(F)F)=O, predict the reaction product. The product is: [NH:25]1[CH2:24][CH:23]=[C:22]([C:21]2[C:16]([O:15][C:14]3[CH:35]=[CH:36][C:11]([NH:10][C:2]4[S:1][C:5]5[CH:6]=[CH:7][CH:8]=[CH:9][C:4]=5[N:3]=4)=[CH:12][CH:13]=3)=[N:17][CH:18]=[CH:19][CH:20]=2)[CH2:27][CH2:26]1. (6) Given the reactants CCN(C(C)C)C(C)C.Cl.[C:11]([NH:15][C:16](=[O:32])[C:17]([NH:28][C:29](=[O:31])[CH3:30])([CH:22]1[CH2:27][CH2:26][NH:25][CH2:24][CH2:23]1)[CH2:18][CH2:19][CH:20]=[CH2:21])([CH3:14])([CH3:13])[CH3:12].Cl[C:34]1[O:35][C:36]2[CH:42]=[C:41]([Cl:43])[CH:40]=[CH:39][C:37]=2[N:38]=1, predict the reaction product. The product is: [C:29]([NH:28][C:17]([CH:22]1[CH2:27][CH2:26][N:25]([C:34]2[O:35][C:36]3[CH:42]=[C:41]([Cl:43])[CH:40]=[CH:39][C:37]=3[N:38]=2)[CH2:24][CH2:23]1)([CH2:18][CH2:19][CH:20]=[CH2:21])[C:16]([NH:15][C:11]([CH3:12])([CH3:13])[CH3:14])=[O:32])(=[O:31])[CH3:30]. (7) Given the reactants C(=O)([O-])[O-].[K+].[K+].[NH2:7][C:8]1[N:16]=[C:15]2[C:11]([N:12]=[CH:13][NH:14]2)=[C:10]([Cl:17])[N:9]=1.[CH3:18][O:19][C:20]1[CH:25]=[CH:24][C:23]([CH2:26]Cl)=[CH:22][CH:21]=1, predict the reaction product. The product is: [NH2:7][C:8]1[N:16]=[C:15]2[C:11]([N:12]=[CH:13][N:14]2[CH2:26][C:23]2[CH:24]=[CH:25][C:20]([O:19][CH3:18])=[CH:21][CH:22]=2)=[C:10]([Cl:17])[N:9]=1. (8) Given the reactants [CH2:1]([O:8][CH2:9][CH2:10][CH2:11][CH2:12][C@H:13]([NH:17][C:18]([O:20][CH2:21][CH:22]1[C:34]2[CH:33]=[CH:32][CH:31]=[CH:30][C:29]=2[C:28]2[C:23]1=[CH:24][CH:25]=[CH:26][CH:27]=2)=[O:19])[C:14](O)=[O:15])[C:2]1[CH:7]=[CH:6][CH:5]=[CH:4][CH:3]=1.[CH2:35]([O:39][C:40]([N:42]1[CH2:47][CH2:46][NH:45][CH2:44][CH2:43]1)=[O:41])[CH2:36][CH2:37][CH3:38].C(N1CCOCC1)C.[B-](F)(F)(F)F.CCOC(C(C#N)=NOC(N(C)C)=[N+](C)C)=O, predict the reaction product. The product is: [CH2:35]([O:39][C:40]([N:42]1[CH2:47][CH2:46][N:45]([C:14](=[O:15])[C@@H:13]([NH:17][C:18]([O:20][CH2:21][CH:22]2[C:23]3[CH:24]=[CH:25][CH:26]=[CH:27][C:28]=3[C:29]3[C:34]2=[CH:33][CH:32]=[CH:31][CH:30]=3)=[O:19])[CH2:12][CH2:11][CH2:10][CH2:9][O:8][CH2:1][C:2]2[CH:7]=[CH:6][CH:5]=[CH:4][CH:3]=2)[CH2:44][CH2:43]1)=[O:41])[CH2:36][CH2:37][CH3:38]. (9) Given the reactants [NH:1]1[C:9]2[C:4](=[CH:5][CH:6]=[CH:7][CH:8]=2)[CH:3]=[CH:2]1.[CH3:10][O:11][C:12](=[O:16])[CH2:13][CH2:14]Br, predict the reaction product. The product is: [CH3:10][O:11][C:12](=[O:16])[CH2:13][CH2:14][N:1]1[C:9]2[C:4](=[CH:5][CH:6]=[CH:7][CH:8]=2)[CH:3]=[CH:2]1.